From a dataset of Forward reaction prediction with 1.9M reactions from USPTO patents (1976-2016). Predict the product of the given reaction. (1) The product is: [Br:25][C:26]1[CH:33]=[CH:32][CH:31]=[CH:30][C:27]=1[CH2:28][N:14]1[C:15]2[CH2:16][CH2:17][NH:8][CH2:9][CH2:10][C:11]=2[C:12]([C:18]2[CH:19]=[CH:20][C:21]([Cl:24])=[CH:22][CH:23]=2)=[N:13]1. Given the reactants C(OC([N:8]1[CH2:17][CH2:16][C:15]2[NH:14][N:13]=[C:12]([C:18]3[CH:23]=[CH:22][C:21]([Cl:24])=[CH:20][CH:19]=3)[C:11]=2[CH2:10][CH2:9]1)=O)(C)(C)C.[Br:25][C:26]1[CH:33]=[CH:32][CH:31]=[CH:30][C:27]=1[CH2:28]Br, predict the reaction product. (2) The product is: [CH3:37][O:36][C:35]1[C:26]2[S:25][C:24]([NH2:23])=[C:28]([C:29]([N:20]3[CH2:19][CH2:18][CH:17]([N:13]4[CH2:14][CH2:15][CH2:16][CH:11]([C:9]([N:3]5[CH2:4][CH2:5][CH2:6][CH2:7][CH2:8]5)=[O:10])[CH2:12]4)[CH2:22][CH2:21]3)=[O:30])[C:27]=2[CH:32]=[CH:33][CH:34]=1. Given the reactants Cl.Cl.[N:3]1([C:9]([CH:11]2[CH2:16][CH2:15][CH2:14][N:13]([CH:17]3[CH2:22][CH2:21][NH:20][CH2:19][CH2:18]3)[CH2:12]2)=[O:10])[CH2:8][CH2:7][CH2:6][CH2:5][CH2:4]1.[NH2:23][C:24]1[S:25][C:26]2[C:35]([O:36][CH3:37])=[CH:34][CH:33]=[CH:32][C:27]=2[C:28]=1[C:29](O)=[O:30], predict the reaction product.